The task is: Predict the product of the given reaction.. This data is from Forward reaction prediction with 1.9M reactions from USPTO patents (1976-2016). Given the reactants [NH2:1][CH2:2][C:3]1[CH:28]=[CH:27][CH:26]=[CH:25][C:4]=1[CH2:5][O:6][C:7]1[CH:12]=[C:11]([CH3:13])[N:10]([CH2:14][C:15]2[CH:20]=[CH:19][C:18]([O:21][CH3:22])=[CH:17][CH:16]=2)[C:9](=[O:23])[C:8]=1[Cl:24].C(N(CC)CC)C.[C:36]([C:40]1[CH:44]=[C:43]([NH:45][C:46](=O)[O:47]C2C=CC=CC=2)[N:42]([C:55]2[CH:60]=[CH:59][C:58]([OH:61])=[C:57]([Cl:62])[CH:56]=2)[N:41]=1)([CH3:39])([CH3:38])[CH3:37].[F-].C([N+](CCCC)(CCCC)CCCC)CCC, predict the reaction product. The product is: [C:36]([C:40]1[CH:44]=[C:43]([NH:45][C:46]([NH:1][CH2:2][C:3]2[CH:28]=[CH:27][CH:26]=[CH:25][C:4]=2[CH2:5][O:6][C:7]2[CH:12]=[C:11]([CH3:13])[N:10]([CH2:14][C:15]3[CH:20]=[CH:19][C:18]([O:21][CH3:22])=[CH:17][CH:16]=3)[C:9](=[O:23])[C:8]=2[Cl:24])=[O:47])[N:42]([C:55]2[CH:60]=[CH:59][C:58]([OH:61])=[C:57]([Cl:62])[CH:56]=2)[N:41]=1)([CH3:39])([CH3:37])[CH3:38].